Dataset: Forward reaction prediction with 1.9M reactions from USPTO patents (1976-2016). Task: Predict the product of the given reaction. (1) Given the reactants [F:1][C:2]([F:16])([F:15])[CH2:3][O:4][CH2:5][CH2:6][NH:7]C(=O)OC(C)(C)C.[ClH:17], predict the reaction product. The product is: [ClH:17].[F:1][C:2]([F:16])([F:15])[CH2:3][O:4][CH2:5][CH2:6][NH2:7]. (2) Given the reactants FC(F)(F)S(O[C:7]1[CH2:12][CH:11]([C:13]([F:16])([F:15])[F:14])[CH2:10][C:9](=[O:17])[CH:8]=1)(=O)=O.[CH3:20][C:21]1([CH3:37])[C:25]([CH3:27])([CH3:26])[O:24][B:23]([B:23]2[O:24][C:25]([CH3:27])([CH3:26])[C:21]([CH3:37])([CH3:20])[O:22]2)[O:22]1.C([O-])(=O)C.[Na+].N#N.C(Cl)Cl, predict the reaction product. The product is: [CH3:20][C:21]1([CH3:37])[C:25]([CH3:27])([CH3:26])[O:24][B:23]([C:7]2[CH2:12][CH:11]([C:13]([F:16])([F:15])[F:14])[CH2:10][C:9](=[O:17])[CH:8]=2)[O:22]1. (3) Given the reactants [OH:1][C:2]1([C:15]2[N:16]([CH3:20])[CH:17]=[CH:18][N:19]=2)[CH2:7][CH2:6][N:5]([C:8]([O:10][C:11]([CH3:14])([CH3:13])[CH3:12])=[O:9])[CH2:4][CH2:3]1.[H-].[Na+].I[CH3:24], predict the reaction product. The product is: [CH3:24][O:1][C:2]1([C:15]2[N:16]([CH3:20])[CH:17]=[CH:18][N:19]=2)[CH2:7][CH2:6][N:5]([C:8]([O:10][C:11]([CH3:14])([CH3:13])[CH3:12])=[O:9])[CH2:4][CH2:3]1. (4) The product is: [O:24]=[S:16]1(=[O:25])[C:17]2[CH:23]=[CH:22][CH:21]=[CH:20][C:18]=2[CH2:19][N:13]([C:4]2[CH:3]=[C:2]([NH:30][CH2:29][CH2:28][CH2:27][CH2:26][NH2:31])[C:11]3[C:6](=[CH:7][CH:8]=[C:9]([CH3:12])[CH:10]=3)[N:5]=2)[CH2:14][CH2:15]1. Given the reactants Cl[C:2]1[C:11]2[C:6](=[CH:7][CH:8]=[C:9]([CH3:12])[CH:10]=2)[N:5]=[C:4]([N:13]2[CH2:19][C:18]3[CH:20]=[CH:21][CH:22]=[CH:23][C:17]=3[S:16](=[O:25])(=[O:24])[CH2:15][CH2:14]2)[CH:3]=1.[CH2:26]([NH2:31])[CH2:27][CH2:28][CH2:29][NH2:30], predict the reaction product. (5) Given the reactants [Cl:1][C:2]1[CH:3]=[C:4]([CH:19]=[CH:20][C:21]=1[C:22]([O:24]C)=[O:23])[C:5]([NH:7][CH2:8][C:9]1[NH:13][C:12]2[CH:14]=[CH:15][C:16]([Cl:18])=[CH:17][C:11]=2[N:10]=1)=[O:6].[OH-].[Na+], predict the reaction product. The product is: [Cl:1][C:2]1[CH:3]=[C:4]([CH:19]=[CH:20][C:21]=1[C:22]([OH:24])=[O:23])[C:5]([NH:7][CH2:8][C:9]1[NH:13][C:12]2[CH:14]=[CH:15][C:16]([Cl:18])=[CH:17][C:11]=2[N:10]=1)=[O:6].